This data is from NCI-60 drug combinations with 297,098 pairs across 59 cell lines. The task is: Regression. Given two drug SMILES strings and cell line genomic features, predict the synergy score measuring deviation from expected non-interaction effect. (1) Drug 1: CC1=CC2C(CCC3(C2CCC3(C(=O)C)OC(=O)C)C)C4(C1=CC(=O)CC4)C. Drug 2: CCCCC(=O)OCC(=O)C1(CC(C2=C(C1)C(=C3C(=C2O)C(=O)C4=C(C3=O)C=CC=C4OC)O)OC5CC(C(C(O5)C)O)NC(=O)C(F)(F)F)O. Cell line: HOP-62. Synergy scores: CSS=-6.53, Synergy_ZIP=1.42, Synergy_Bliss=-3.50, Synergy_Loewe=-9.19, Synergy_HSA=-9.19. (2) Drug 1: CC1=C2C(C(=O)C3(C(CC4C(C3C(C(C2(C)C)(CC1OC(=O)C(C(C5=CC=CC=C5)NC(=O)OC(C)(C)C)O)O)OC(=O)C6=CC=CC=C6)(CO4)OC(=O)C)OC)C)OC. Drug 2: C1CNP(=O)(OC1)N(CCCl)CCCl. Cell line: OVCAR-4. Synergy scores: CSS=25.8, Synergy_ZIP=-5.22, Synergy_Bliss=-5.10, Synergy_Loewe=-62.4, Synergy_HSA=-6.36. (3) Drug 1: C1=CC(=CC=C1CCC2=CNC3=C2C(=O)NC(=N3)N)C(=O)NC(CCC(=O)O)C(=O)O. Drug 2: CN(CCCl)CCCl.Cl. Cell line: KM12. Synergy scores: CSS=19.1, Synergy_ZIP=-6.31, Synergy_Bliss=-3.27, Synergy_Loewe=-0.682, Synergy_HSA=-0.199. (4) Drug 1: CCCS(=O)(=O)NC1=C(C(=C(C=C1)F)C(=O)C2=CNC3=C2C=C(C=N3)C4=CC=C(C=C4)Cl)F. Drug 2: CCC1=CC2CC(C3=C(CN(C2)C1)C4=CC=CC=C4N3)(C5=C(C=C6C(=C5)C78CCN9C7C(C=CC9)(C(C(C8N6C)(C(=O)OC)O)OC(=O)C)CC)OC)C(=O)OC.C(C(C(=O)O)O)(C(=O)O)O. Cell line: RXF 393. Synergy scores: CSS=41.5, Synergy_ZIP=8.11, Synergy_Bliss=9.09, Synergy_Loewe=0.958, Synergy_HSA=11.3.